From a dataset of Full USPTO retrosynthesis dataset with 1.9M reactions from patents (1976-2016). Predict the reactants needed to synthesize the given product. (1) Given the product [CH2:1]([NH:8][C:9]1[CH:10]=[C:11]([C:18]2[CH:23]=[CH:22][CH:21]=[C:20]([CH:24]([OH:26])[CH3:25])[CH:19]=2)[CH:12]=[CH:13][C:14]=1[N+:15]([O-:17])=[O:16])[C:2]1[CH:7]=[CH:6][CH:5]=[CH:4][CH:3]=1, predict the reactants needed to synthesize it. The reactants are: [CH2:1]([NH:8][C:9]1[CH:10]=[C:11]([C:18]2[CH:23]=[CH:22][CH:21]=[C:20]([C:24](=[O:26])[CH3:25])[CH:19]=2)[CH:12]=[CH:13][C:14]=1[N+:15]([O-:17])=[O:16])[C:2]1[CH:7]=[CH:6][CH:5]=[CH:4][CH:3]=1.[BH4-].[Na+]. (2) Given the product [CH2:27]([O:26][C:23]1[CH:24]=[CH:25][C:20]([N:12]2[CH2:11][CH2:10][CH:9]([O:8][C:7]3[CH:15]=[CH:16][C:4]([O:3][C:2]([F:1])([F:17])[F:18])=[CH:5][CH:6]=3)[CH2:14][CH2:13]2)=[CH:21][CH:22]=1)[C:28]1[CH:33]=[CH:32][CH:31]=[CH:30][CH:29]=1, predict the reactants needed to synthesize it. The reactants are: [F:1][C:2]([F:18])([F:17])[O:3][C:4]1[CH:16]=[CH:15][C:7]([O:8][CH:9]2[CH2:14][CH2:13][NH:12][CH2:11][CH2:10]2)=[CH:6][CH:5]=1.Br[C:20]1[CH:25]=[CH:24][C:23]([O:26][CH2:27][C:28]2[CH:33]=[CH:32][CH:31]=[CH:30][CH:29]=2)=[CH:22][CH:21]=1.CC(C)([O-])C.[Na+].C1(C)C=CC=CC=1.